From a dataset of Full USPTO retrosynthesis dataset with 1.9M reactions from patents (1976-2016). Predict the reactants needed to synthesize the given product. (1) The reactants are: [CH3:1][O:2][C:3]1[CH:4]=[C:5]2[C:10](=[CH:11][CH:12]=1)[CH:9]=[C:8]([OH:13])[CH:7]=[CH:6]2.[Cl-].[CH3:15][O:16][C:17]1[CH:29]=[CH:28][CH:27]=[CH:26][C:18]=1[CH:19]=[N+:20]1[CH2:25][CH2:24][CH2:23][CH2:22][CH2:21]1. Given the product [CH3:1][O:2][C:3]1[CH:4]=[C:5]2[C:10](=[CH:11][CH:12]=1)[C:9]([CH:19]([C:18]1[CH:26]=[CH:27][CH:28]=[CH:29][C:17]=1[O:16][CH3:15])[N:20]1[CH2:25][CH2:24][CH2:23][CH2:22][CH2:21]1)=[C:8]([OH:13])[CH:7]=[CH:6]2, predict the reactants needed to synthesize it. (2) Given the product [CH3:18][O:17][CH:14]1[CH:11]2[O:12][CH2:13][CH:9]([OH:8])[CH:10]2[O:16][CH2:15]1, predict the reactants needed to synthesize it. The reactants are: C([O:8][CH:9]1[CH2:13][O:12][CH:11]2[CH:14]([O:17][CH3:18])[CH2:15][O:16][CH:10]12)C1C=CC=CC=1.